This data is from Peptide-MHC class II binding affinity with 134,281 pairs from IEDB. The task is: Regression. Given a peptide amino acid sequence and an MHC pseudo amino acid sequence, predict their binding affinity value. This is MHC class II binding data. (1) The peptide sequence is EYRLRGEERKNFLELLR. The MHC is DRB1_0101 with pseudo-sequence DRB1_0101. The binding affinity (normalized) is 0.0935. (2) The peptide sequence is IKYTRPGDSLAEVEL. The binding affinity (normalized) is 0.255. The MHC is DRB1_0401 with pseudo-sequence DRB1_0401. (3) The peptide sequence is PLSVASMTSPLLTWD. The MHC is HLA-DPA10103-DPB10301 with pseudo-sequence HLA-DPA10103-DPB10301. The binding affinity (normalized) is 0.278.